Dataset: Forward reaction prediction with 1.9M reactions from USPTO patents (1976-2016). Task: Predict the product of the given reaction. (1) The product is: [Br:19][C:15]1[N:14]=[C:13]([C:21]2([CH:22]=[CH:23][CH:24]=[CH:25][CH2:26]2)[CH2:20][OH:27])[CH:18]=[CH:17][CH:16]=1. Given the reactants C([Mg]Cl)CCC.C([Li])CCC.Br[C:13]1[CH:18]=[CH:17][CH:16]=[C:15]([Br:19])[N:14]=1.[CH:20](=[O:27])[C:21]1[CH:26]=[CH:25][CH:24]=[CH:23][CH:22]=1, predict the reaction product. (2) Given the reactants [C:1]([O:5][C:6]([N:8]1[CH2:12][CH2:11][C@H:10]([C@H:13]([O:18][C:19]2[CH:24]=[CH:23][C:22]([C:25]([F:28])([F:27])[F:26])=[CH:21][CH:20]=2)[CH2:14][N:15]=[N+]=[N-])[CH2:9]1)=[O:7])([CH3:4])([CH3:3])[CH3:2].C.O, predict the reaction product. The product is: [C:1]([O:5][C:6]([N:8]1[CH2:12][CH2:11][C@H:10]([C@H:13]([O:18][C:19]2[CH:20]=[CH:21][C:22]([C:25]([F:28])([F:26])[F:27])=[CH:23][CH:24]=2)[CH2:14][NH2:15])[CH2:9]1)=[O:7])([CH3:4])([CH3:2])[CH3:3]. (3) Given the reactants [Si:1]([O:8][C:9]1[CH:14]=[CH:13][C:12]([C:15]2[N:16]=[C:17]([C:22]#[C:23][C:24]3[CH:29]=[CH:28][CH:27]=[CH:26][CH:25]=3)[C:18]([NH2:21])=[N:19][CH:20]=2)=[CH:11][CH:10]=1)([C:4]([CH3:7])([CH3:6])[CH3:5])([CH3:3])[CH3:2].[H][H].ClCCl, predict the reaction product. The product is: [Si:1]([O:8][C:9]1[CH:10]=[CH:11][C:12]([C:15]2[N:16]=[C:17]([CH2:22][CH2:23][C:24]3[CH:29]=[CH:28][CH:27]=[CH:26][CH:25]=3)[C:18]([NH2:21])=[N:19][CH:20]=2)=[CH:13][CH:14]=1)([C:4]([CH3:7])([CH3:5])[CH3:6])([CH3:2])[CH3:3]. (4) Given the reactants [CH3:1][O:2][C:3]1[CH:4]=[C:5]([NH:20][C:21]2[N:26]=[C:25]([O:27][C:28]3[C:37]4[C:32](=[CH:33][CH:34]=[CH:35][CH:36]=4)[C:31]([NH:38][C:39](=[O:47])OC4C=CC=CC=4)=[CH:30][CH:29]=3)[CH:24]=[CH:23][N:22]=2)[CH:6]=[C:7]([O:9][CH2:10][CH2:11][O:12][CH2:13][CH2:14][O:15][CH2:16][CH2:17][O:18][CH3:19])[CH:8]=1.[NH2:48][C:49]1[C:50]([O:61][CH3:62])=[C:51]([CH:54]=[C:55]([C:57]([CH3:60])([CH3:59])[CH3:58])[CH:56]=1)[C:52]#[N:53], predict the reaction product. The product is: [C:57]([C:55]1[CH:54]=[C:51]([C:52]#[N:53])[C:50]([O:61][CH3:62])=[C:49]([NH:48][C:39]([NH:38][C:31]2[C:32]3[C:37](=[CH:36][CH:35]=[CH:34][CH:33]=3)[C:28]([O:27][C:25]3[CH:24]=[CH:23][N:22]=[C:21]([NH:20][C:5]4[CH:6]=[C:7]([O:9][CH2:10][CH2:11][O:12][CH2:13][CH2:14][O:15][CH2:16][CH2:17][O:18][CH3:19])[CH:8]=[C:3]([O:2][CH3:1])[CH:4]=4)[N:26]=3)=[CH:29][CH:30]=2)=[O:47])[CH:56]=1)([CH3:60])([CH3:58])[CH3:59]. (5) Given the reactants Br[CH2:2][C:3]1[S:4][CH:5]=[C:6]([C:8]([O:10][CH2:11][CH3:12])=[O:9])[N:7]=1.[CH3:13][NH2:14], predict the reaction product. The product is: [CH3:13][NH:14][CH2:2][C:3]1[S:4][CH:5]=[C:6]([C:8]([O:10][CH2:11][CH3:12])=[O:9])[N:7]=1. (6) Given the reactants [Br:1][C:2]1[CH:3]=[CH:4][C:5]([Cl:10])=[C:6]([CH2:8][OH:9])[CH:7]=1.N1C=CN=C1.[Si:16](Cl)([C:19]([CH3:22])([CH3:21])[CH3:20])([CH3:18])[CH3:17], predict the reaction product. The product is: [Br:1][C:2]1[CH:3]=[CH:4][C:5]([Cl:10])=[C:6]([CH:7]=1)[CH2:8][O:9][Si:16]([C:19]([CH3:22])([CH3:21])[CH3:20])([CH3:18])[CH3:17].